Dataset: Peptide-MHC class I binding affinity with 185,985 pairs from IEDB/IMGT. Task: Regression. Given a peptide amino acid sequence and an MHC pseudo amino acid sequence, predict their binding affinity value. This is MHC class I binding data. (1) The binding affinity (normalized) is 0. The peptide sequence is RPPIFIRRL. The MHC is HLA-B18:01 with pseudo-sequence HLA-B18:01. (2) The MHC is HLA-A68:02 with pseudo-sequence HLA-A68:02. The peptide sequence is NMKPNFWSRI. The binding affinity (normalized) is 0.124. (3) The peptide sequence is MVRVLTVIKEY. The MHC is HLA-B18:01 with pseudo-sequence HLA-B18:01. The binding affinity (normalized) is 0.267. (4) The peptide sequence is RVFGFRTAK. The MHC is HLA-A11:01 with pseudo-sequence HLA-A11:01. The binding affinity (normalized) is 0.798. (5) The MHC is HLA-A02:01 with pseudo-sequence HLA-A02:01. The peptide sequence is PSDTIHASF. The binding affinity (normalized) is 0.0847. (6) The peptide sequence is FIESSICLDY. The MHC is HLA-A11:01 with pseudo-sequence HLA-A11:01. The binding affinity (normalized) is 0.235. (7) The peptide sequence is KRMMVRHCL. The MHC is HLA-A30:01 with pseudo-sequence HLA-A30:01. The binding affinity (normalized) is 0.495. (8) The peptide sequence is TTLFCASDAK. The MHC is HLA-A03:01 with pseudo-sequence HLA-A03:01. The binding affinity (normalized) is 0.558. (9) The peptide sequence is QAIMDKNIIL. The MHC is HLA-A02:06 with pseudo-sequence HLA-A02:06. The binding affinity (normalized) is 0.121. (10) The peptide sequence is VSFSMVGLF. The MHC is H-2-Kb with pseudo-sequence H-2-Kb. The binding affinity (normalized) is 0.742.